From a dataset of Full USPTO retrosynthesis dataset with 1.9M reactions from patents (1976-2016). Predict the reactants needed to synthesize the given product. (1) Given the product [CH:2]1([S:5]([C:8]2[CH:9]=[CH:10][C:11]([CH:14]([C:22]3[CH:27]=[CH:26][C:25]([C:28]4[CH:29]=[N:30][NH:31][CH:32]=4)=[C:24]([O:33][CH3:34])[N:23]=3)[CH2:15][C@@H:16]3[NH:20][C:19](=[O:21])[CH2:18][CH2:17]3)=[CH:12][CH:13]=2)(=[O:6])=[O:7])[CH2:4][CH2:3]1, predict the reactants needed to synthesize it. The reactants are: Cl.[CH:2]1([S:5]([C:8]2[CH:13]=[CH:12][C:11](/[C:14](/[C:22]3[CH:27]=[CH:26][C:25]([C:28]4[CH:29]=[N:30][NH:31][CH:32]=4)=[C:24]([O:33][CH3:34])[N:23]=3)=[CH:15]\[C@@H:16]3[NH:20][C:19](=[O:21])[CH2:18][CH2:17]3)=[CH:10][CH:9]=2)(=[O:7])=[O:6])[CH2:4][CH2:3]1.[H][H]. (2) The reactants are: Cl.[F:2][C:3]1[CH:30]=[CH:29][C:6]([CH2:7][NH:8][C:9]([C:11]2[CH:16]=[C:15]([C:17]3[CH2:21][CH:20]([CH:22]4[CH2:27][CH2:26][NH:25][CH2:24][CH2:23]4)[O:19][N:18]=3)[N:14]=[C:13]([CH3:28])[N:12]=2)=[O:10])=[CH:5][C:4]=1[O:31][CH3:32].CCN(C(C)C)C(C)C.[CH3:42][NH:43][C:44](O[N:43]1[C:42](=O)CC[C:44]1=[O:45])=[O:45]. Given the product [F:2][C:3]1[CH:30]=[CH:29][C:6]([CH2:7][NH:8][C:9]([C:11]2[CH:16]=[C:15]([C:17]3[CH2:21][CH:20]([CH:22]4[CH2:23][CH2:24][N:25]([C:44](=[O:45])[NH:43][CH3:42])[CH2:26][CH2:27]4)[O:19][N:18]=3)[N:14]=[C:13]([CH3:28])[N:12]=2)=[O:10])=[CH:5][C:4]=1[O:31][CH3:32], predict the reactants needed to synthesize it. (3) Given the product [OH:22][CH2:21][C:19]1([CH2:23][OH:24])[CH2:20][N:17]([C:9]([O:11][C:12]([CH3:13])([CH3:14])[CH3:15])=[O:10])[CH2:18]1, predict the reactants needed to synthesize it. The reactants are: [C:9](O[C:9]([O:11][C:12]([CH3:15])([CH3:14])[CH3:13])=[O:10])([O:11][C:12]([CH3:15])([CH3:14])[CH3:13])=[O:10].Cl.[NH:17]1[CH2:20][C:19]([CH2:23][OH:24])([CH2:21][OH:22])[CH2:18]1.